Dataset: Peptide-MHC class I binding affinity with 185,985 pairs from IEDB/IMGT. Task: Regression. Given a peptide amino acid sequence and an MHC pseudo amino acid sequence, predict their binding affinity value. This is MHC class I binding data. (1) The peptide sequence is RPRGDNFAV. The MHC is HLA-B54:01 with pseudo-sequence HLA-B54:01. The binding affinity (normalized) is 0.421. (2) The peptide sequence is FYAYLRKHF. The MHC is HLA-A23:01 with pseudo-sequence HLA-A23:01. The binding affinity (normalized) is 0.0683. (3) The peptide sequence is VSSHKGWAK. The MHC is HLA-A25:01 with pseudo-sequence HLA-A25:01. The binding affinity (normalized) is 0.0847. (4) The peptide sequence is IEVALRTLL. The MHC is HLA-B44:03 with pseudo-sequence HLA-B44:03. The binding affinity (normalized) is 0.240. (5) The peptide sequence is QSLDSWWTSL. The MHC is H-2-Ld with pseudo-sequence H-2-Ld. The binding affinity (normalized) is 0. (6) The peptide sequence is ASDRISGIL. The MHC is HLA-A02:01 with pseudo-sequence HLA-A02:01. The binding affinity (normalized) is 0.0847. (7) The peptide sequence is SEQEVSRVL. The MHC is HLA-B40:01 with pseudo-sequence HLA-B40:01. The binding affinity (normalized) is 0.240.